From a dataset of Catalyst prediction with 721,799 reactions and 888 catalyst types from USPTO. Predict which catalyst facilitates the given reaction. (1) Reactant: [Br:1][CH2:2][C:3](=O)[C:4]([OH:6])=[O:5].[NH2:8][C:9]([N:11]1[CH2:16][CH2:15][N:14]([CH2:17][C:18]2[CH:23]=[CH:22][CH:21]=[CH:20][CH:19]=2)[CH2:13][CH2:12]1)=[S:10]. Product: [BrH:1].[C:18]1([CH2:17][N:14]2[CH2:15][CH2:16][N:11]([C:9]3[S:10][CH:2]=[C:3]([C:4]([OH:6])=[O:5])[N:8]=3)[CH2:12][CH2:13]2)[CH:19]=[CH:20][CH:21]=[CH:22][CH:23]=1. The catalyst class is: 8. (2) Reactant: Cl[S:2]([N:5]=C=O)(=[O:4])=[O:3].C(O)=O.N1C=CC=CC=1.[CH3:17][CH:18]([CH3:22])[CH2:19][CH2:20][OH:21]. Product: [CH3:17][CH:18]([CH3:22])[CH2:19][CH2:20][O:21][S:2](=[O:3])(=[O:4])[NH2:5]. The catalyst class is: 2. (3) Reactant: [N+:1]([CH2:4][C:5]1([CH2:13][C:14]([O:16]CC)=O)[CH2:12][CH:11]2[CH:6]1[CH2:7][CH2:8][CH2:9][CH2:10]2)([O-])=O. Product: [NH:1]1[C:14](=[O:16])[CH2:13][C@@:5]2([CH2:12][C@H:11]3[C@@H:6]2[CH2:7][CH2:8][CH2:9][CH2:10]3)[CH2:4]1. The catalyst class is: 94.